Dataset: Reaction yield outcomes from USPTO patents with 853,638 reactions. Task: Predict the reaction yield, written as a fraction of the theoretical maximum amount of product (1.0 means a 100% yield; for example, 0.34 means a 34% yield). (1) The reactants are [NH2:1][C:2]1[CH:11]=[CH:10][CH:9]=[C:8]2[C:3]=1[CH:4]=[CH:5][N:6]([CH2:13][CH2:14][N:15]([CH3:17])[CH3:16])[C:7]2=[O:12].CN(C(ON1N=NC2C=CC=NC1=2)=[N+](C)C)C.F[P-](F)(F)(F)(F)F.[CH3:42][C:43]1[CH:48]=[CH:47][C:46]([CH2:49][CH2:50][C:51](O)=[O:52])=[CH:45][CH:44]=1.CCN(C(C)C)C(C)C. The catalyst is C(Cl)Cl. The product is [CH3:16][N:15]([CH3:17])[CH2:14][CH2:13][N:6]1[CH:5]=[CH:4][C:3]2[C:8](=[CH:9][CH:10]=[CH:11][C:2]=2[NH:1][C:51](=[O:52])[CH2:50][CH2:49][C:46]2[CH:47]=[CH:48][C:43]([CH3:42])=[CH:44][CH:45]=2)[C:7]1=[O:12]. The yield is 0.400. (2) The reactants are [F:1][C:2]1[CH:3]=[C:4]2[C:9](=[CH:10][C:11]=1[O:12]C)[C:8](=[O:14])[NH:7][CH2:6][CH2:5]2.B(Br)(Br)Br.O.CCOC(C)=O. The yield is 0.890. The product is [F:1][C:2]1[CH:3]=[C:4]2[C:9](=[CH:10][C:11]=1[OH:12])[C:8](=[O:14])[NH:7][CH2:6][CH2:5]2. The catalyst is C(Cl)Cl. (3) The reactants are Cl.[NH2:2][C:3]1[C:12]2[C:7](=[CH:8][CH:9]=[CH:10][C:11]=2[O:13][C@H:14]2[CH2:19][CH2:18][C@H:17]([NH2:20])[CH2:16][CH2:15]2)[N:6]=[C:5]([CH3:21])[C:4]=1[C:22]([OH:24])=[O:23].C(=O)(O)[O-].[Na+].[CH2:30]([O:35][CH2:36][C:37](O)=[O:38])[C:31]([CH3:34])([CH3:33])[CH3:32].CCN=C=NCCCN(C)C.C1C=CC2N(O)N=NC=2C=1. The catalyst is CN(C=O)C.C(#N)C. The product is [NH2:2][C:3]1[C:12]2[C:7](=[CH:8][CH:9]=[CH:10][C:11]=2[O:13][C@H:14]2[CH2:15][CH2:16][C@H:17]([NH:20][C:37](=[O:38])[CH2:36][O:35][CH2:30][C:31]([CH3:34])([CH3:33])[CH3:32])[CH2:18][CH2:19]2)[N:6]=[C:5]([CH3:21])[C:4]=1[C:22]([OH:24])=[O:23]. The yield is 0.460. (4) The reactants are [CH:1]1[CH:2]=[CH:3][C:4]([C:7]2[N:8]=[C:9](Cl)[CH:10]=[C:11]([Cl:13])[N:12]=2)=[CH:5][CH:6]=1.[NH2:15][C:16]1[CH:20]=[C:19]([CH3:21])[NH:18][N:17]=1.C(N(CC)C(C)C)(C)C.[I-].[Na+]. The catalyst is C(O)CCC. The product is [Cl:13][C:11]1[N:12]=[C:7]([C:4]2[CH:5]=[CH:6][CH:1]=[CH:2][CH:3]=2)[N:8]=[C:9]([NH:15][C:16]2[NH:17][N:18]=[C:19]([CH3:21])[CH:20]=2)[CH:10]=1. The yield is 0.290.